From a dataset of Peptide-MHC class II binding affinity with 134,281 pairs from IEDB. Regression. Given a peptide amino acid sequence and an MHC pseudo amino acid sequence, predict their binding affinity value. This is MHC class II binding data. (1) The peptide sequence is TKLDSEIKSWLAFAA. The MHC is DRB1_1501 with pseudo-sequence DRB1_1501. The binding affinity (normalized) is 1.00. (2) The peptide sequence is DAYVATLTEALRVIA. The MHC is DRB1_1501 with pseudo-sequence DRB1_1501. The binding affinity (normalized) is 0.449. (3) The binding affinity (normalized) is 0.0575. The MHC is HLA-DQA10501-DQB10301 with pseudo-sequence HLA-DQA10501-DQB10301. The peptide sequence is AANKQKQELDEISTN.